From a dataset of CYP2C9 inhibition data for predicting drug metabolism from PubChem BioAssay. Regression/Classification. Given a drug SMILES string, predict its absorption, distribution, metabolism, or excretion properties. Task type varies by dataset: regression for continuous measurements (e.g., permeability, clearance, half-life) or binary classification for categorical outcomes (e.g., BBB penetration, CYP inhibition). Dataset: cyp2c9_veith. The result is 0 (non-inhibitor). The molecule is CC(C)CNC(=O)O.